From a dataset of Reaction yield outcomes from USPTO patents with 853,638 reactions. Predict the reaction yield, written as a fraction of the theoretical maximum amount of product (1.0 means a 100% yield; for example, 0.34 means a 34% yield). (1) The reactants are [H-].[Na+].[C:3](=[O:17])([S:5][CH2:6][CH2:7][CH2:8][NH:9][C:10]([O:12][C:13]([CH3:16])([CH3:15])[CH3:14])=[O:11])[CH3:4].[CH3:18]I. The catalyst is C1COCC1. The product is [C:3](=[O:17])([S:5][CH2:6][CH2:7][CH2:8][N:9]([C:10]([O:12][C:13]([CH3:16])([CH3:15])[CH3:14])=[O:11])[CH3:18])[CH3:4]. The yield is 0.850. (2) The reactants are [C:1]1([Mg]Br)[CH:6]=[CH:5][CH:4]=[CH:3][CH:2]=1.CN(OC)[C:11]([C@@H:13]1[CH2:17][C:16](=[O:18])[N:15]([C@@H:19]([C:21]2[CH:26]=[CH:25][CH:24]=[CH:23][CH:22]=2)[CH3:20])[CH2:14]1)=[O:12].Cl. The catalyst is O1CCCC1. The product is [C:1]1([C:11]([C@H:13]2[CH2:14][N:15]([C@@H:19]([C:21]3[CH:26]=[CH:25][CH:24]=[CH:23][CH:22]=3)[CH3:20])[C:16](=[O:18])[CH2:17]2)=[O:12])[CH:6]=[CH:5][CH:4]=[CH:3][CH:2]=1. The yield is 0.890. (3) The catalyst is ClCCCl.C(OCC)(=O)C.C([O-])(O)=O.[Na+]. The product is [C:20]([NH:19][C:15]1[CH:14]=[C:13]([C:12]#[C:11][C:6]2[C:5]([NH:23][C:26](=[O:27])[C:25]([F:36])([F:35])[F:24])=[C:4]([C:1](=[O:3])[CH3:2])[CH:9]=[C:8]([Br:10])[N:7]=2)[CH:18]=[CH:17][N:16]=1)(=[O:22])[CH3:21]. The reactants are [C:1]([C:4]1[CH:9]=[C:8]([Br:10])[N:7]=[C:6]([C:11]#[C:12][C:13]2[CH:18]=[CH:17][N:16]=[C:15]([NH:19][C:20](=[O:22])[CH3:21])[CH:14]=2)[C:5]=1[NH2:23])(=[O:3])[CH3:2].[F:24][C:25]([F:36])([F:35])[C:26](O[C:26](=[O:27])[C:25]([F:36])([F:35])[F:24])=[O:27]. The yield is 0.320.